Dataset: Forward reaction prediction with 1.9M reactions from USPTO patents (1976-2016). Task: Predict the product of the given reaction. (1) Given the reactants [Cl-].[Li+].C([Mg]Cl)(C)C.Br[C:9]1[N:13]([CH3:14])[CH:12]=[N:11][CH:10]=1.[N:15]1([C:20]2[CH:48]=[CH:47][C:23]([CH2:24][C:25]3[C:26]([O:45][CH3:46])=[N:27][C:28]4[C:33]([C:34]=3[Cl:35])=[CH:32][C:31]([C:36]([C:38]3[CH:43]=[CH:42][C:41]([Cl:44])=[CH:40][CH:39]=3)=[O:37])=[CH:30][CH:29]=4)=[CH:22][CH:21]=2)[CH:19]=[N:18][CH:17]=[N:16]1.[Cl-].[NH4+], predict the reaction product. The product is: [N:15]1([C:20]2[CH:48]=[CH:47][C:23]([CH2:24][C:25]3[C:26]([O:45][CH3:46])=[N:27][C:28]4[C:33]([C:34]=3[Cl:35])=[CH:32][C:31]([C:36]([C:38]3[CH:43]=[CH:42][C:41]([Cl:44])=[CH:40][CH:39]=3)([C:9]3[N:13]([CH3:14])[CH:12]=[N:11][CH:10]=3)[OH:37])=[CH:30][CH:29]=4)=[CH:22][CH:21]=2)[CH:19]=[N:18][CH:17]=[N:16]1. (2) Given the reactants [OH:1][C:2]1[CH:3]=[C:4](/[CH:8]=[CH:9]/[C:10]([OH:12])=O)[CH:5]=[CH:6][CH:7]=1.[CH3:13][N:14]1[CH2:19][CH2:18][NH:17][CH2:16][CH2:15]1.C1C=CC2N(O)N=NC=2C=1.CN(C(ON1N=NC2C=CC=CC1=2)=[N+](C)C)C.F[P-](F)(F)(F)(F)F.CN1CCOCC1, predict the reaction product. The product is: [CH3:13][N:14]1[CH2:19][CH2:18][N:17]([C:10](=[O:12])/[CH:9]=[CH:8]/[C:4]2[CH:3]=[C:2]([OH:1])[CH:7]=[CH:6][CH:5]=2)[CH2:16][CH2:15]1. (3) Given the reactants [CH:1]([N:4]1[CH:12]=[C:11]2[C:6]([CH:7]=[CH:8][C:9]([O:13][C:14]3[CH:19]=[CH:18][C:17]([O:20]C)=[CH:16][CH:15]=3)=[CH:10]2)=[N:5]1)([CH3:3])[CH3:2].N[C@H](C(O)=O)CCSC.[OH-].[Na+].C(=O)(O)[O-].[Na+], predict the reaction product. The product is: [CH:1]([N:4]1[CH:12]=[C:11]2[C:6]([CH:7]=[CH:8][C:9]([O:13][C:14]3[CH:15]=[CH:16][C:17]([OH:20])=[CH:18][CH:19]=3)=[CH:10]2)=[N:5]1)([CH3:3])[CH3:2]. (4) The product is: [CH3:17][NH:18][C:19]([C:21]1[C:22]2[CH:30]=[CH:29][C:28]([O:31][C:2]3[CH:7]=[CH:6][N:5]=[C:4]4[CH:8]=[C:9]([CH2:11][N:12]5[CH2:16][CH2:15][CH2:14][CH2:13]5)[S:10][C:3]=34)=[CH:27][C:23]=2[S:24][C:25]=1[CH3:26])=[O:20]. Given the reactants Cl[C:2]1[CH:7]=[CH:6][N:5]=[C:4]2[CH:8]=[C:9]([CH2:11][N:12]3[CH2:16][CH2:15][CH2:14][CH2:13]3)[S:10][C:3]=12.[CH3:17][NH:18][C:19]([C:21]1[C:22]2[CH:30]=[CH:29][C:28]([OH:31])=[CH:27][C:23]=2[S:24][C:25]=1[CH3:26])=[O:20].C(=O)([O-])[O-].[Cs+].[Cs+], predict the reaction product. (5) Given the reactants [NH2:1][C:2]12[CH2:11][CH:6]3[CH2:7][CH:8]([CH2:10][C:4]([NH:12][C:13]([C:15]4[CH:20]=[CH:19][CH:18]=[C:17]([CH3:21])[N:16]=4)=[O:14])([CH2:5]3)[CH2:3]1)[CH2:9]2.CCN(C(C)C)C(C)C.[CH3:31][N:32]1[CH:36]=[CH:35][C:34]([C:37](Cl)=[O:38])=[N:33]1, predict the reaction product. The product is: [CH3:31][N:32]1[CH:36]=[CH:35][C:34]([C:37]([NH:1][C:2]23[CH2:11][CH:6]4[CH2:7][CH:8]([CH2:10][C:4]([NH:12][C:13]([C:15]5[CH:20]=[CH:19][CH:18]=[C:17]([CH3:21])[N:16]=5)=[O:14])([CH2:5]4)[CH2:3]2)[CH2:9]3)=[O:38])=[N:33]1. (6) Given the reactants [Li+].[Cl-].[CH:3](NC(C)C)([CH3:5])[CH3:4].[Li]CCCC.[Cl:15][CH2:16][CH2:17][CH2:18][CH2:19][C:20]([N:22]([C@@H:24]([CH3:33])[C@@H:25]([OH:32])[C:26]1[CH:31]=[CH:30][CH:29]=[CH:28][CH:27]=1)[CH3:23])=[O:21].C(Br)C=C.C([O-])(O)=O.[Na+], predict the reaction product. The product is: [Cl:15][CH2:16][CH2:17][CH2:18][C@H:19]([CH2:5][CH:3]=[CH2:4])[C:20]([N:22]([C@@H:24]([CH3:33])[C@@H:25]([OH:32])[C:26]1[CH:31]=[CH:30][CH:29]=[CH:28][CH:27]=1)[CH3:23])=[O:21]. (7) Given the reactants [NH3:1].[C:2]([O:6][CH3:7])(=[O:5])[CH:3]=[CH2:4], predict the reaction product. The product is: [CH3:7][O:6][C:2]([CH2:3][CH2:4][N:1]([CH2:4][CH2:3][C:2]([O:6][CH3:7])=[O:5])[CH2:4][CH2:3][C:2]([O:6][CH3:7])=[O:5])=[O:5].